The task is: Predict the reactants needed to synthesize the given product.. This data is from Full USPTO retrosynthesis dataset with 1.9M reactions from patents (1976-2016). (1) Given the product [S:1]1[C:5]2[CH:6]=[CH:7][CH:8]=[CH:9][C:4]=2[C:3]([N:10]2[CH2:11][CH2:12][N:13]([CH2:16][CH2:17][C:18]3[CH:19]=[CH:20][C:21]([NH:24][C:38]([C:33]4[CH:34]=[N:35][CH:36]=[CH:37][N:32]=4)=[O:39])=[CH:22][CH:23]=3)[CH2:14][CH2:15]2)=[N:2]1, predict the reactants needed to synthesize it. The reactants are: [S:1]1[C:5]2[CH:6]=[CH:7][CH:8]=[CH:9][C:4]=2[C:3]([N:10]2[CH2:15][CH2:14][N:13]([CH2:16][CH2:17][C:18]3[CH:23]=[CH:22][C:21]([NH2:24])=[CH:20][CH:19]=3)[CH2:12][CH2:11]2)=[N:2]1.C(N(CC)CC)C.[N:32]1[CH:37]=[CH:36][N:35]=[CH:34][C:33]=1[C:38](Cl)=[O:39]. (2) The reactants are: B(C1CCCCC1)C1CCCCC1.[CH3:14][C:15]([CH3:19])([CH3:18])[C:16]#[CH:17].[Zn](CC)CC.[CH:25](=[O:32])[C:26]1[CH:31]=[CH:30][CH:29]=[CH:28][CH:27]=1.CC([O:36]C([C@H](O)[C@@H](O)C(OC(C)C)=O)=O)C. Given the product [C:15]([CH:16]1[O:36][CH:17]1[CH:25]([C:26]1[CH:31]=[CH:30][CH:29]=[CH:28][CH:27]=1)[OH:32])([CH3:19])([CH3:18])[CH3:14], predict the reactants needed to synthesize it. (3) The reactants are: F[C:2]1([O:9][C:10]#[C:11][CH3:12])[CH:7]=[C:6]([F:8])[CH:5]=[CH:4][CH2:3]1.[F:13]C1C=C(O)C=C(F)C=1. Given the product [F:8][C:6]1[CH:7]=[C:2]([O:9][CH2:10][C:11]#[CH:12])[CH:3]=[C:4]([F:13])[CH:5]=1, predict the reactants needed to synthesize it. (4) The reactants are: [Br:1][C:2]1[CH:3]=[N:4][C:5]2[N:6]([N:8]=[C:9]([C:11]([N:13]3[CH2:18][CH2:17][C:16]4[CH:19]=[CH:20][NH:21][C:15]=4[CH:14]3[CH3:22])=[O:12])[CH:10]=2)[CH:7]=1.[C:23](O)(=[O:25])[CH3:24]. Given the product [Br:1][C:2]1[CH:3]=[N:4][C:5]2[N:6]([N:8]=[C:9]([C:11]([N:13]3[CH2:18][CH2:17][C:16]4[CH:19]=[CH:20][N:21]([C:23](=[O:25])[CH3:24])[C:15]=4[CH:14]3[CH3:22])=[O:12])[CH:10]=2)[CH:7]=1, predict the reactants needed to synthesize it. (5) Given the product [CH:20]([C:10]1[NH:11][C:12]([C:13]2[CH:18]=[CH:17][CH:16]=[C:15]([CH3:19])[N:14]=2)=[C:8]([C:4]2[CH:5]=[CH:6][CH:7]=[C:2]([C:26]3[CH:27]=[CH:28][N:23]=[CH:24][CH:25]=3)[CH:3]=2)[N:9]=1)([CH3:22])[CH3:21], predict the reactants needed to synthesize it. The reactants are: Br[C:2]1[CH:3]=[C:4]([C:8]2[N:9]=[C:10]([CH:20]([CH3:22])[CH3:21])[NH:11][C:12]=2[C:13]2[CH:18]=[CH:17][CH:16]=[C:15]([CH3:19])[N:14]=2)[CH:5]=[CH:6][CH:7]=1.[N:23]1[CH:28]=[CH:27][C:26](B2OC(C)(C)C(C)(C)O2)=[CH:25][CH:24]=1. (6) Given the product [N:1]([CH2:4][C:5]([C:8]1[CH:13]=[CH:12][CH:11]=[CH:10][N+:9]=1[O-:24])([F:7])[F:6])=[N+:2]=[N-:3], predict the reactants needed to synthesize it. The reactants are: [N:1]([CH2:4][C:5]([C:8]1[CH:13]=[CH:12][CH:11]=[CH:10][N:9]=1)([F:7])[F:6])=[N+:2]=[N-:3].C(C1C=C(SC2C=C(C)C(O)=C(C(C)(C)C)C=2)C=C(C)C=1[OH:24])(C)(C)C.C1C=C(Cl)C=C(C(OO)=O)C=1. (7) Given the product [O:2]1[CH2:6][CH2:5][CH:4]([CH2:7][NH:8][C:21](=[O:29])/[CH:22]=[CH:23]/[CH2:24][CH2:25][CH2:26][CH2:27][CH3:28])[CH2:3]1, predict the reactants needed to synthesize it. The reactants are: Cl.[O:2]1[CH2:6][CH2:5][CH:4]([CH2:7][NH2:8])[CH2:3]1.C(N(CC)CC)C.O1CCCC1.[C:21](Cl)(=[O:29])/[CH:22]=[CH:23]/[CH2:24][CH2:25][CH2:26][CH2:27][CH3:28]. (8) Given the product [C:52]([O:51][C:26](=[O:35])[NH:25][CH2:24][C:13]1[N:14]([CH2:20][CH:21]([CH3:22])[CH3:23])[C:15](=[O:19])[C:16]2[C:11]([C:12]=1[C:36]1[S:37][CH:38]=[CH:39][CH:40]=1)=[CH:10][C:9]([O:8][CH2:1][C:2]1[CH:3]=[CH:4][CH:5]=[CH:6][CH:7]=1)=[CH:18][CH:17]=2)([CH3:55])([CH3:54])[CH3:53], predict the reactants needed to synthesize it. The reactants are: [CH2:1]([O:8][C:9]1[CH:10]=[C:11]2[C:16](=[CH:17][CH:18]=1)[C:15](=[O:19])[N:14]([CH2:20][CH:21]([CH3:23])[CH3:22])[C:13]([CH2:24][N:25]1C(=O)C3C(=CC=CC=3)[C:26]1=[O:35])=[C:12]2[C:36]1[S:37][CH:38]=[CH:39][CH:40]=1)[C:2]1[CH:7]=[CH:6][CH:5]=[CH:4][CH:3]=1.O.NN.C(=O)([O-])O.[Na+].C(OC([O:51][C:52]([CH3:55])([CH3:54])[CH3:53])=O)([O:51][C:52]([CH3:55])([CH3:54])[CH3:53])=O. (9) Given the product [F:14][C:12]([F:13])([F:15])[C:11]1[N:7]2[CH:6]=[N:5][C:4]([NH2:1])=[C:8]2[S:9][CH:10]=1, predict the reactants needed to synthesize it. The reactants are: [N+:1]([C:4]1[N:5]=[CH:6][N:7]2[C:11]([C:12]([F:15])([F:14])[F:13])=[CH:10][S:9][C:8]=12)([O-])=O. (10) Given the product [CH3:16][O:17][C:18](=[O:28])[CH:19]([C:20]1[CH:25]=[CH:24][CH:23]=[CH:22][C:21]=1[O:26][CH3:27])[CH2:37][C:33]1[C:34]([Cl:36])=[N:35][C:30]([Cl:29])=[N:31][CH:32]=1, predict the reactants needed to synthesize it. The reactants are: C(NC1CCCCC1)(C)C.C([Li])CCC.[CH3:16][O:17][C:18](=[O:28])[CH2:19][C:20]1[CH:25]=[CH:24][CH:23]=[CH:22][C:21]=1[O:26][CH3:27].[Cl:29][C:30]1[N:35]=[C:34]([Cl:36])[C:33]([CH2:37]I)=[CH:32][N:31]=1.